Regression. Given two drug SMILES strings and cell line genomic features, predict the synergy score measuring deviation from expected non-interaction effect. From a dataset of NCI-60 drug combinations with 297,098 pairs across 59 cell lines. (1) Drug 1: CS(=O)(=O)C1=CC(=C(C=C1)C(=O)NC2=CC(=C(C=C2)Cl)C3=CC=CC=N3)Cl. Drug 2: CC1=C2C(C(=O)C3(C(CC4C(C3C(C(C2(C)C)(CC1OC(=O)C(C(C5=CC=CC=C5)NC(=O)OC(C)(C)C)O)O)OC(=O)C6=CC=CC=C6)(CO4)OC(=O)C)O)C)O. Cell line: HCC-2998. Synergy scores: CSS=59.2, Synergy_ZIP=17.5, Synergy_Bliss=17.4, Synergy_Loewe=-10.2, Synergy_HSA=17.2. (2) Drug 1: C1=NNC2=C1C(=O)NC=N2. Drug 2: C1CC(=O)NC(=O)C1N2C(=O)C3=CC=CC=C3C2=O. Cell line: UO-31. Synergy scores: CSS=-3.42, Synergy_ZIP=1.31, Synergy_Bliss=-1.05, Synergy_Loewe=-1.71, Synergy_HSA=-3.90.